Dataset: Full USPTO retrosynthesis dataset with 1.9M reactions from patents (1976-2016). Task: Predict the reactants needed to synthesize the given product. (1) Given the product [Br:1][C:2]1[CH:3]=[C:4]2[C:8](=[CH:9][CH:10]=1)[NH:7][C:6]1[CH:11]=[N:12][C:13]([CH3:15])=[CH:14][C:5]2=1, predict the reactants needed to synthesize it. The reactants are: [Br:1][C:2]1[CH:3]=[C:4]2[C:8](=[CH:9][CH:10]=1)[NH:7][C:6]1[CH:11]=[N:12][C:13]([CH:15]=O)=[CH:14][C:5]2=1.O.NN.[OH-].[K+]. (2) The reactants are: Br[C:2]1[CH:7]=[CH:6][C:5]([C:8]2([C:11]3[N:15]4[CH2:16][CH2:17][S:18][C:19]([CH2:22][O:23][Si:24]([C:27]([CH3:30])([CH3:29])[CH3:28])([CH3:26])[CH3:25])([CH3:21])[CH2:20][C:14]4=[N:13][N:12]=3)[CH2:10][CH2:9]2)=[CH:4][C:3]=1[F:31].[N:32]1[CH:37]=[CH:36][CH:35]=[C:34](B(O)O)[CH:33]=1.C(=O)([O-])[O-].[K+].[K+].C(=O)([O-])O.[Na+]. Given the product [Si:24]([O:23][CH2:22][C:19]1([CH3:21])[S:18][CH2:17][CH2:16][N:15]2[C:11]([C:8]3([C:5]4[CH:6]=[CH:7][C:2]([C:34]5[CH:33]=[N:32][CH:37]=[CH:36][CH:35]=5)=[C:3]([F:31])[CH:4]=4)[CH2:10][CH2:9]3)=[N:12][N:13]=[C:14]2[CH2:20]1)([C:27]([CH3:30])([CH3:29])[CH3:28])([CH3:26])[CH3:25], predict the reactants needed to synthesize it. (3) Given the product [OH:17][C:16]1[N:1]([C:3]2[CH:11]=[CH:10][C:6]([C:7]([OH:9])=[O:8])=[CH:5][N:4]=2)[N:2]=[CH:14][C:15]=1[C:21]1[CH:26]=[CH:25][N:24]=[C:23]([O:27][CH3:28])[CH:22]=1, predict the reactants needed to synthesize it. The reactants are: [NH:1]([C:3]1[CH:11]=[CH:10][C:6]([C:7]([OH:9])=[O:8])=[CH:5][N:4]=1)[NH2:2].CN(C)[CH:14]=[C:15]([C:21]1[CH:26]=[CH:25][N:24]=[C:23]([O:27][CH3:28])[CH:22]=1)[C:16](OCC)=[O:17].Cl.CCN(C(C)C)C(C)C. (4) Given the product [C:21]([C:8]1[CH:9]=[N:10][C:11]2[C:16]([C:7]=1[O:6][C:5]1[CH:23]=[CH:24][C:2]([NH:1][C:38]([N:28]3[CH2:29][CH2:30][N:31]([C:32]4[CH:37]=[CH:36][CH:35]=[CH:34][CH:33]=4)[C:27]3=[O:26])=[O:39])=[CH:3][C:4]=1[F:25])=[CH:15][C:14]([O:17][CH3:18])=[C:13]([O:19][CH3:20])[CH:12]=2)#[N:22], predict the reactants needed to synthesize it. The reactants are: [NH2:1][C:2]1[CH:24]=[CH:23][C:5]([O:6][C:7]2[C:16]3[C:11](=[CH:12][C:13]([O:19][CH3:20])=[C:14]([O:17][CH3:18])[CH:15]=3)[N:10]=[CH:9][C:8]=2[C:21]#[N:22])=[C:4]([F:25])[CH:3]=1.[O:26]=[C:27]1[N:31]([C:32]2[CH:37]=[CH:36][CH:35]=[CH:34][CH:33]=2)[CH2:30][CH2:29][N:28]1[C:38](Cl)=[O:39].CCN(C(C)C)C(C)C. (5) Given the product [Cl:1][C:2]1[CH:3]=[CH:4][C:5]([S:8]([N:11]([CH2:17][C:18]2[CH:19]=[CH:20][C:21]([C:22]([OH:24])=[O:23])=[CH:26][CH:27]=2)[CH:12]([CH2:15][OH:16])[CH2:13][OH:14])(=[O:10])=[O:9])=[CH:6][CH:7]=1, predict the reactants needed to synthesize it. The reactants are: [Cl:1][C:2]1[CH:7]=[CH:6][C:5]([S:8]([N:11]([CH2:17][C:18]2[CH:27]=[CH:26][C:21]([C:22]([O:24]C)=[O:23])=[CH:20][CH:19]=2)[CH:12]([CH2:15][OH:16])[CH2:13][OH:14])(=[O:10])=[O:9])=[CH:4][CH:3]=1.O.[OH-].[Li+].C(OCC)(=O)C. (6) The reactants are: [C:1]1(B(O)O)[C:10]2[C:5](=[CH:6][CH:7]=[CH:8][CH:9]=2)[CH:4]=[CH:3][CH:2]=1.FC(F)(F)S([O:19][C:20]1[CH:29]=[CH:28][C:27]2[C:22](=[CH:23][CH:24]=[C:25](O)[CH:26]=2)[CH:21]=1)(=O)=O.P([O-])([O-])([O-])=O.[K+].[K+].[K+].C(Cl)Cl. Given the product [C:1]1([C:25]2[CH:24]=[CH:23][C:22]3[C:27](=[CH:28][CH:29]=[C:20]([OH:19])[CH:21]=3)[CH:26]=2)[C:10]2[C:5](=[CH:6][CH:7]=[CH:8][CH:9]=2)[CH:4]=[CH:3][CH:2]=1, predict the reactants needed to synthesize it.